Dataset: Reaction yield outcomes from USPTO patents with 853,638 reactions. Task: Predict the reaction yield, written as a fraction of the theoretical maximum amount of product (1.0 means a 100% yield; for example, 0.34 means a 34% yield). (1) The reactants are [NH2:1][C:2]1[CH:3]=[C:4]([CH:7]=[CH:8][C:9]=1[O:10][CH3:11])[C:5]#[N:6].Br.Br[CH:14]([C:16]1[CH:17]=[C:18]([C:33]([N:35]([CH3:37])[CH3:36])=[O:34])[CH:19]=[C:20]2[C:25]=1[O:24][C:23]([N:26]1[CH2:31][CH2:30][O:29][CH2:28][CH2:27]1)=[CH:22][C:21]2=[O:32])[CH3:15]. No catalyst specified. The product is [C:5]([C:4]1[CH:7]=[CH:8][C:9]([O:10][CH3:11])=[C:2]([NH:1][CH:14]([C:16]2[CH:17]=[C:18]([C:33]([N:35]([CH3:37])[CH3:36])=[O:34])[CH:19]=[C:20]3[C:25]=2[O:24][C:23]([N:26]2[CH2:31][CH2:30][O:29][CH2:28][CH2:27]2)=[CH:22][C:21]3=[O:32])[CH3:15])[CH:3]=1)#[N:6]. The yield is 0.510. (2) The reactants are [C:1]([O:5][C:6](=[O:20])[C:7]1[CH:12]=[CH:11][CH:10]=[C:9]([C:13]2[C:18]([CH3:19])=[CH:17][CH:16]=[CH:15][N:14]=2)[CH:8]=1)([CH3:4])([CH3:3])[CH3:2].NC(N)=[O:23].OO.C1(=O)OC(=O)C2=CC=CC=C12.[O-]S([O-])=O.[Na+].[Na+].C([O-])([O-])=O.[Na+].[Na+]. The catalyst is CCOC(C)=O.O. The product is [C:1]([O:5][C:6]([C:7]1[CH:8]=[C:9]([C:13]2[C:18]([CH3:19])=[CH:17][CH:16]=[CH:15][N+:14]=2[O-:23])[CH:10]=[CH:11][CH:12]=1)=[O:20])([CH3:4])([CH3:3])[CH3:2]. The yield is 0.950. (3) The reactants are [CH3:1][O:2][C:3]1[CH:11]=[CH:10][CH:9]=[CH:8][C:4]=1[C:5]([OH:7])=[O:6].[S:12]([Cl:16])(=O)(=[O:14])[OH:13]. No catalyst specified. The product is [Cl:16][S:12]([C:9]1[CH:10]=[CH:11][C:3]([O:2][CH3:1])=[C:4]([CH:8]=1)[C:5]([OH:7])=[O:6])(=[O:14])=[O:13]. The yield is 0.580. (4) The reactants are [OH:1][C:2]1[CH:7]=[CH:6][C:5]([N:8]2[C:13](=[O:14])[C:12]([CH2:15][C:16]3[CH:21]=[CH:20][C:19]([C:22]4[C:23]([C:28]#[N:29])=[CH:24][CH:25]=[CH:26][CH:27]=4)=[CH:18][CH:17]=3)=[C:11]([CH2:30][CH2:31][CH3:32])[N:10]=[C:9]2[CH3:33])=[CH:4][CH:3]=1.[CH:34]12[O:40][CH:35]1[CH2:36][CH2:37][CH2:38][CH2:39]2.C(=O)([O-])[O-].[Cs+].[Cs+].C(OCC)(=O)C. The catalyst is CN(C)C=O.O. The product is [OH:40][C@H:35]1[CH2:36][CH2:37][CH2:38][CH2:39][C@@H:34]1[O:1][C:2]1[CH:3]=[CH:4][C:5]([N:8]2[C:13](=[O:14])[C:12]([CH2:15][C:16]3[CH:21]=[CH:20][C:19]([C:22]4[C:23]([C:28]#[N:29])=[CH:24][CH:25]=[CH:26][CH:27]=4)=[CH:18][CH:17]=3)=[C:11]([CH2:30][CH2:31][CH3:32])[N:10]=[C:9]2[CH3:33])=[CH:6][CH:7]=1. The yield is 0.760. (5) The reactants are [N:1]1([CH2:6][CH2:7][NH:8][C:9]([C:11]2[S:15][C:14]([C:16]([O:18]C)=O)=[CH:13][CH:12]=2)=[O:10])[CH2:5][CH2:4][CH2:3][CH2:2]1.O.[NH2:21][NH2:22]. The catalyst is C(O)C. The product is [N:1]1([CH2:6][CH2:7][NH:8][C:9]([C:11]2[S:15][C:14]([C:16]([NH:21][NH2:22])=[O:18])=[CH:13][CH:12]=2)=[O:10])[CH2:5][CH2:4][CH2:3][CH2:2]1. The yield is 0.380. (6) The catalyst is ClC(Cl)C. The reactants are [Br:1][CH2:2][C:3]1[CH:4]=[C:5]([CH:8]=[CH:9][CH:10]=1)[CH:6]=O.[CH:11]1([O:16][C:17](=[O:22])[C:18]([CH3:21])([CH3:20])[NH2:19])[CH2:15][CH2:14][CH2:13][CH2:12]1.C(O[BH-](OC(=O)C)OC(=O)C)(=O)C.[Na+].C(OCC)(=O)C. The yield is 0.390. The product is [Br:1][CH2:2][C:3]1[CH:4]=[C:5]([CH:8]=[CH:9][CH:10]=1)[CH2:6][NH:19][C:18]([CH3:21])([C:17]([O:16][CH:11]1[CH2:15][CH2:14][CH2:13][CH2:12]1)=[O:22])[CH3:20]. (7) The reactants are Cl[C:2]1[C:7]([NH:8][C:9]2[CH:14]=[CH:13][CH:12]=[CH:11][C:10]=2[CH:15]=[CH2:16])=[CH:6][CH:5]=[CH:4][N:3]=1.C1(C)C=CC=CC=1P(C1C=CC=CC=1C)C1C=CC=CC=1C. The yield is 0.470. The catalyst is CC([O-])=O.CC([O-])=O.[Pd+2].CN(C=O)C.CCN(CC)CC. The product is [N:3]1[C:2]2[CH:16]=[CH:15][C:10]3[CH:11]=[CH:12][CH:13]=[CH:14][C:9]=3[NH:8][C:7]=2[CH:6]=[CH:5][CH:4]=1.